From a dataset of Full USPTO retrosynthesis dataset with 1.9M reactions from patents (1976-2016). Predict the reactants needed to synthesize the given product. Given the product [ClH:34].[C:28]1([S:25]([C:19]2[C:18]3[C:22](=[CH:23][CH:24]=[C:16]([CH2:15][CH2:14][N:11]4[CH2:12][CH2:13][NH:8][CH2:9][CH2:10]4)[CH:17]=3)[NH:21][CH:20]=2)(=[O:26])=[O:27])[CH:29]=[CH:30][CH:31]=[CH:32][CH:33]=1, predict the reactants needed to synthesize it. The reactants are: C([N:8]1[CH2:13][CH2:12][N:11]([CH2:14][CH2:15][C:16]2[CH:17]=[C:18]3[C:22](=[CH:23][CH:24]=2)[NH:21][CH:20]=[C:19]3[S:25]([C:28]2[CH:33]=[CH:32][CH:31]=[CH:30][CH:29]=2)(=[O:27])=[O:26])[CH2:10][CH2:9]1)C1C=CC=CC=1.[Cl:34]C(OC(Cl)=O)C.Cl.C(OCC)C.